Predict the product of the given reaction. From a dataset of Forward reaction prediction with 1.9M reactions from USPTO patents (1976-2016). (1) Given the reactants [C:1](Cl)(=[O:5])[C:2](Cl)=[O:3].[Cl:7][C:8]1[CH:13]=[CH:12][C:11]([C:14]2[NH:15][C:16]3[C:21]([CH:22]=2)=[CH:20][CH:19]=[CH:18][CH:17]=3)=[CH:10][C:9]=1[S:23]([NH:26][CH:27]1[CH2:32][CH2:31][CH2:30][CH2:29][CH2:28]1)(=[O:25])=[O:24].[CH3:33][OH:34], predict the reaction product. The product is: [CH3:33][O:34][C:1](=[O:5])[C:2]([C:22]1[C:21]2[C:16](=[CH:17][CH:18]=[CH:19][CH:20]=2)[NH:15][C:14]=1[C:11]1[CH:12]=[CH:13][C:8]([Cl:7])=[C:9]([S:23](=[O:25])(=[O:24])[NH:26][CH:27]2[CH2:32][CH2:31][CH2:30][CH2:29][CH2:28]2)[CH:10]=1)=[O:3]. (2) Given the reactants C([N:8]1[CH2:13][CH2:12][O:11][CH:10]([CH2:14][C:15]2[CH:20]=[CH:19][C:18]([F:21])=[C:17]([CH3:22])[CH:16]=2)[CH2:9]1)C1C=CC=CC=1.C(N1CCO[C@H](CC2C=CC=C(C=CC3C=NC=CC=3)C=2)C1)(OC(C)(C)C)=O.ClC(OC(Cl)C)=O, predict the reaction product. The product is: [F:21][C:18]1[CH:19]=[CH:20][C:15]([CH2:14][CH:10]2[O:11][CH2:12][CH2:13][NH:8][CH2:9]2)=[CH:16][C:17]=1[CH3:22].